The task is: Predict the product of the given reaction.. This data is from Forward reaction prediction with 1.9M reactions from USPTO patents (1976-2016). (1) Given the reactants C1(OC2C=CC=CC=2)C=CC=CC=1.[Cl:14][C:15]1[CH:24]=[C:23]2[C:18]([C:19]([OH:28])=[C:20](C(O)=O)[CH:21]=[N:22]2)=[CH:17][C:16]=1[I:29], predict the reaction product. The product is: [Cl:14][C:15]1[CH:24]=[C:23]2[C:18]([C:19]([OH:28])=[CH:20][CH:21]=[N:22]2)=[CH:17][C:16]=1[I:29]. (2) Given the reactants [OH:1][CH:2]1[CH2:7][CH2:6][NH:5][CH2:4][CH2:3]1.C(N(CC)CC)C.[C:15]([O:19][C:20](O[C:20]([O:19][C:15]([CH3:18])([CH3:17])[CH3:16])=[O:21])=[O:21])([CH3:18])([CH3:17])[CH3:16], predict the reaction product. The product is: [C:15]([O:19][C:20]([N:5]1[CH2:6][CH2:7][CH:2]([OH:1])[CH2:3][CH2:4]1)=[O:21])([CH3:18])([CH3:17])[CH3:16]. (3) Given the reactants OCCO[C:23]1[CH:24]=[CH:25][C:20]([CH2:19][C:17](C([C:17](O)([CH2:19][C:20]2[CH:25]=[CH:24][C:23](OCCO)=[CH:22][CH:21]=2)C)=O)(O)C)=[CH:21][CH:22]=1.[CH3:31]C(O)(C(C1C=CC(OCCO)=CC=1)=O)C.[ClH:47], predict the reaction product. The product is: [CH:19]([C:20]1[CH:21]=[CH:22][C:23]([CH2:31][Cl:47])=[CH:24][CH:25]=1)=[CH2:17]. (4) Given the reactants [F:1][C:2]1[CH:21]=[CH:20][C:5]2[C:6]([C:9]3[CH:14]=[CH:13][C:12]([O:15][CH2:16][C@H:17]4[CH2:19][O:18]4)=[CH:11][CH:10]=3)=[N:7][O:8][C:4]=2[CH:3]=1.[C:22]12([NH2:32])[CH2:31][CH:26]3[CH2:27][CH:28]([CH2:30][CH:24]([CH2:25]3)[CH2:23]1)[CH2:29]2, predict the reaction product. The product is: [C:22]12([NH:32][CH2:19][C@@H:17]([OH:18])[CH2:16][O:15][C:12]3[CH:13]=[CH:14][C:9]([C:6]4[C:5]5[CH:20]=[CH:21][C:2]([F:1])=[CH:3][C:4]=5[O:8][N:7]=4)=[CH:10][CH:11]=3)[CH2:29][CH:28]3[CH2:27][CH:26]([CH2:25][CH:24]([CH2:30]3)[CH2:23]1)[CH2:31]2. (5) Given the reactants [C:1]([NH:8][C:9]1[CH:14]=[CH:13][C:12]([NH2:15])=[CH:11][CH:10]=1)([O:3]C(C)(C)C)=O.C(N(CC)CC)C.[F:23][C:24]1[CH:25]=[C:26]([CH:30]=[C:31]([C:33]([F:36])([F:35])[F:34])[CH:32]=1)C(Cl)=O, predict the reaction product. The product is: [NH2:15][C:12]1[CH:11]=[CH:10][C:9]([NH:8][C:1](=[O:3])[C:26]2[CH:30]=[C:31]([C:33]([F:35])([F:34])[F:36])[CH:32]=[C:24]([F:23])[CH:25]=2)=[CH:14][CH:13]=1. (6) Given the reactants [Cl:1][C:2]1[C:3]([CH3:47])=[C:4]([C:18]2[C:26]3[C:25]([O:27][CH:28]([CH2:32][C:33]4[CH:38]=[CH:37][CH:36]=[CH:35][C:34]=4[OH:39])[C:29]([O-:31])=[O:30])=[N:24][CH:23]=[N:22][C:21]=3[S:20][C:19]=2[C:40]2[CH:45]=[CH:44][C:43]([F:46])=[CH:42][CH:41]=2)[CH:5]=[CH:6][C:7]=1[O:8][CH2:9][CH2:10][N:11]1[CH2:16][CH2:15][N:14]([CH3:17])[CH2:13][CH2:12]1.[CH3:48][S:49][C:50]1[N:55]=[C:54]([CH2:56]O)[CH:53]=[CH:52][N:51]=1.[CH:58]1C=CC(P(C2C=CC=CC=2)C2C=CC=CC=2)=C[CH:59]=1.N(C(OC(C)(C)C)=O)=NC(OC(C)(C)C)=O, predict the reaction product. The product is: [Cl:1][C:2]1[C:3]([CH3:47])=[C:4]([C:18]2[C:26]3[C:25]([O:27][C@@H:28]([CH2:32][C:33]4[CH:38]=[CH:37][CH:36]=[CH:35][C:34]=4[O:39][CH2:56][C:54]4[CH:53]=[CH:52][N:51]=[C:50]([S:49][CH3:48])[N:55]=4)[C:29]([O:31][CH2:58][CH3:59])=[O:30])=[N:24][CH:23]=[N:22][C:21]=3[S:20][C:19]=2[C:40]2[CH:41]=[CH:42][C:43]([F:46])=[CH:44][CH:45]=2)[CH:5]=[CH:6][C:7]=1[O:8][CH2:9][CH2:10][N:11]1[CH2:12][CH2:13][N:14]([CH3:17])[CH2:15][CH2:16]1. (7) Given the reactants Cl.Cl.[NH2:3][CH2:4][CH2:5][NH:6][C:7]1[CH:12]=[CH:11][N:10]=[C:9]([NH2:13])[N:8]=1.[NH2:14][C:15]1[N:20]=[C:19](Cl)[CH:18]=[C:17]([Cl:22])[N:16]=1, predict the reaction product. The product is: [NH2:13][C:9]1[N:8]=[C:7]([NH:6][CH2:5][CH2:4][NH:3][C:19]2[CH:18]=[C:17]([Cl:22])[N:16]=[C:15]([NH2:14])[N:20]=2)[CH:12]=[CH:11][N:10]=1. (8) Given the reactants [Br:1][C:2]1[NH:6][C:5]([C:7]([OH:9])=O)=[C:4](/[CH:10]=[CH:11]/[O:12][CH3:13])[N:3]=1.CN(C(ON1N=N[C:24]2[CH:25]=CC=[CH:28][C:23]1=2)=[N+](C)C)C.[B-](F)(F)(F)F.[CH3:36][C:37]1[N:38]=[C:39](NC)[C:40]2[C:45]([CH:46]=1)=[CH:44][CH:43]=[CH:42][CH:41]=2.O.[CH2:50]([N:52](CC)CC)C, predict the reaction product. The product is: [CH3:36][C:37]1[N:38]=[C:39]([CH2:50][NH:52][C:7]([C:5]2[N:6]([CH2:28][C:23]#[C:24][CH3:25])[C:2]([Br:1])=[N:3][C:4]=2/[CH:10]=[CH:11]/[O:12][CH3:13])=[O:9])[C:40]2[C:45]([CH:46]=1)=[CH:44][CH:43]=[CH:42][CH:41]=2. (9) Given the reactants [NH2:1][C:2]1[C:7]2[C:8]([C:11]3[CH:16]=[CH:15][C:14]([NH:17][C:18]([C:20]4[N:21]([CH3:29])[C:22]5[C:27]([CH:28]=4)=[CH:26][CH:25]=[CH:24][CH:23]=5)=[O:19])=[C:13]([O:30][CH3:31])[CH:12]=3)=[CH:9][S:10][C:6]=2[C:5]([C:32]2[CH:37]=[CH:36][C:35]([CH:38]=[O:39])=[CH:34][CH:33]=2)=[CH:4][N:3]=1.[BH4-].[Na+].CO, predict the reaction product. The product is: [NH2:1][C:2]1[C:7]2[C:8]([C:11]3[CH:16]=[CH:15][C:14]([NH:17][C:18]([C:20]4[N:21]([CH3:29])[C:22]5[C:27]([CH:28]=4)=[CH:26][CH:25]=[CH:24][CH:23]=5)=[O:19])=[C:13]([O:30][CH3:31])[CH:12]=3)=[CH:9][S:10][C:6]=2[C:5]([C:32]2[CH:33]=[CH:34][C:35]([CH2:38][OH:39])=[CH:36][CH:37]=2)=[CH:4][N:3]=1. (10) Given the reactants [NH2:1][C:2]1[C:6]2[CH:7]=[C:8]([Br:11])[CH:9]=[CH:10][C:5]=2[O:4][C:3]=1[C:12]([NH2:14])=[O:13].[OH:15][C:16]1[CH:23]=[CH:22][CH:21]=[CH:20][C:17]=1[CH:18]=O.Cl, predict the reaction product. The product is: [Br:11][C:8]1[CH:9]=[CH:10][C:5]2[O:4][C:3]3[C:12](=[O:13])[NH:14][C:18]([C:17]4[CH:20]=[CH:21][CH:22]=[CH:23][C:16]=4[OH:15])=[N:1][C:2]=3[C:6]=2[CH:7]=1.